From a dataset of hERG Central: cardiac toxicity at 1µM, 10µM, and general inhibition. Predict hERG channel inhibition at various concentrations. (1) The drug is O=C(CN1C(=O)NC(c2ccccc2)(c2ccccc2)C1=O)N1CCN(c2ccc(F)cc2)CC1. Results: hERG_inhib (hERG inhibition (general)): blocker. (2) The drug is CCOc1ccccc1CN1CCN(Cc2nc3c(s2)CCCC3)CC1CCO. Results: hERG_inhib (hERG inhibition (general)): blocker. (3) The drug is COc1ccccc1OCc1cc(C(=O)N2CCN(C)C(c3ccccc3)C2)no1. Results: hERG_inhib (hERG inhibition (general)): blocker. (4) Results: hERG_inhib (hERG inhibition (general)): blocker. The molecule is COc1ccc(CNCC(O)COc2cccc3c2OC(C)(C)C3)cc1.Cl. (5) Results: hERG_inhib (hERG inhibition (general)): blocker. The molecule is O=C(NCCCn1ccnc1)C1CCCN(S(=O)(=O)c2cc(Cl)ccc2Cl)C1. (6) The compound is O=C(Nc1ccc(S(=O)(=O)N2CCOCC2)cc1)c1ccc(Br)o1. Results: hERG_inhib (hERG inhibition (general)): blocker. (7) Results: hERG_inhib (hERG inhibition (general)): blocker. The compound is COc1ccc(-n2cnc3cc(C(=O)NC4CCCC4)ccc32)cc1. (8) The compound is CCCC(=O)N1CCN(c2nnc(-c3ccc(C)cc3)c3ccccc23)CC1. Results: hERG_inhib (hERG inhibition (general)): blocker. (9) The compound is Cl.Fc1ccccc1COc1ccc(Br)cc1CNCc1ccncc1. Results: hERG_inhib (hERG inhibition (general)): blocker. (10) The compound is CC1CC(C)CN(CC(=O)NC(c2ccccc2)c2ccccc2)C1.O=C(O)C(=O)O. Results: hERG_inhib (hERG inhibition (general)): blocker.